Dataset: Forward reaction prediction with 1.9M reactions from USPTO patents (1976-2016). Task: Predict the product of the given reaction. (1) The product is: [F:14][C:10]1[CH:9]=[C:8]([C:7]2[C:2]([C:24]3[CH:29]=[CH:28][N:27]=[CH:26][CH:25]=3)=[CH:3][CH:4]=[C:5]([NH2:15])[N:6]=2)[CH:13]=[CH:12][CH:11]=1. Given the reactants Br[C:2]1[CH:3]=[CH:4][C:5]([NH2:15])=[N:6][C:7]=1[C:8]1[CH:13]=[CH:12][CH:11]=[C:10]([F:14])[CH:9]=1.CC1(C)C(C)(C)OB([C:24]2[CH:29]=[CH:28][N:27]=[CH:26][CH:25]=2)O1.C(=O)([O-])[O-].[Cs+].[Cs+], predict the reaction product. (2) Given the reactants N(C(OCC)=O)=NC(OCC)=O.[OH:13][C:14]1[CH:23]=[C:22]2[C:17]([C:18](=[O:32])[N:19]([CH2:24][O:25][C:26](=[O:31])[C:27]([CH3:30])([CH3:29])[CH3:28])[CH:20]=[N:21]2)=[CH:16][C:15]=1[O:33][CH3:34].[N:35]1([CH2:40][CH2:41]O)[CH:39]=[N:38][CH:37]=[N:36]1.C1(P(C2C=CC=CC=2)C2C=CC=CC=2)C=CC=CC=1, predict the reaction product. The product is: [CH3:34][O:33][C:15]1[CH:16]=[C:17]2[C:22](=[CH:23][C:14]=1[O:13][CH2:41][CH2:40][N:35]1[CH:39]=[N:38][CH:37]=[N:36]1)[N:21]=[CH:20][N:19]([CH2:24][O:25][C:26](=[O:31])[C:27]([CH3:28])([CH3:29])[CH3:30])[C:18]2=[O:32]. (3) Given the reactants [C:1]([C@@H:4]1[CH2:8][S:7][C:6](=[O:9])[N:5]1[CH2:10][C:11]1[CH:16]=[CH:15][C:14]([O:17][CH3:18])=[CH:13][CH:12]=1)(=[O:3])[CH3:2].C[Mg]Cl.CON(C)C(C1CSC(=O)N1CC1C=CC(OC)=CC=1)=O.C(O)(=O)CC(CC(O)=O)(C(O)=O)O, predict the reaction product. The product is: [C:1]([CH:4]1[CH2:8][S:7][C:6](=[O:9])[N:5]1[CH2:10][C:11]1[CH:16]=[CH:15][C:14]([O:17][CH3:18])=[CH:13][CH:12]=1)(=[O:3])[CH3:2]. (4) Given the reactants [Cl:1][C:2]1[CH:33]=[CH:32][C:5]([C:6]2[C:11](C3C=CC4C(=CC=C(C(O)=O)C=4)N=3)=[CH:10][C:9]([C:25]([N:27]3[CH2:31][CH2:30][CH2:29][CH2:28]3)=[O:26])=[CH:8][CH:7]=2)=[CH:4][CH:3]=1.CN(C(O[N:42]1N=[N:49][C:44]2[CH:45]=[CH:46][CH:47]=[CH:48][C:43]1=2)=[N+](C)C)C.F[P-](F)(F)(F)(F)F.CCN(C(C)C)C(C)C.[CH:67]1(NC2C(N)=CC=CC=2)[CH2:72][CH2:71][CH2:70][CH2:69][CH2:68]1.C(O[C:84](=O)[C:85]1[CH:90]=[CH:89][C:88]([NH:91][CH:92]2[CH2:97][CH2:96]CCC2)=[C:87](N)[CH:86]=1)C.ClC1C=CC=CC=1[N+]([O-])=O, predict the reaction product. The product is: [Cl:1][C:2]1[CH:3]=[CH:4][C:5]([C:6]2[CH:7]=[CH:8][C:9]([C:25]([N:27]3[CH2:31][CH2:30][CH2:29][CH2:28]3)=[O:26])=[CH:10][C:11]=2[C:92]2[CH:97]=[CH:96][C:87]3[C:88](=[CH:89][CH:90]=[C:85]([C:84]4[N:42]([CH:67]5[CH2:72][CH2:71][CH2:70][CH2:69][CH2:68]5)[C:43]5[CH:48]=[CH:47][CH:46]=[CH:45][C:44]=5[N:49]=4)[CH:86]=3)[N:91]=2)=[CH:32][CH:33]=1. (5) Given the reactants [C:1]([O:5][C:6]([N:8]1[CH2:14][CH2:13][C:12]2[CH:15]=[C:16]([NH2:22])[C:17]([N:19]([CH3:21])[CH3:20])=[CH:18][C:11]=2[CH2:10][CH2:9]1)=[O:7])([CH3:4])([CH3:3])[CH3:2].N1C=CC=CC=1.Cl[S:30]([C:33]1[CH:41]=[CH:40][C:36]([C:37]([OH:39])=[O:38])=[CH:35][CH:34]=1)(=[O:32])=[O:31], predict the reaction product. The product is: [C:1]([O:5][C:6]([N:8]1[CH2:9][CH2:10][C:11]2[CH:18]=[C:17]([N:19]([CH3:20])[CH3:21])[C:16]([NH:22][S:30]([C:33]3[CH:34]=[CH:35][C:36]([C:37]([OH:39])=[O:38])=[CH:40][CH:41]=3)(=[O:32])=[O:31])=[CH:15][C:12]=2[CH2:13][CH2:14]1)=[O:7])([CH3:4])([CH3:3])[CH3:2]. (6) The product is: [F:21][C:22]([F:29])([F:28])[CH2:23][S:24]([NH:20][C:16]1[CH:17]=[CH:18][CH:19]=[C:14]([C:10]2([CH3:13])[CH:11]3[CH:9]2[CH2:8][N:7]([CH2:1][CH2:2][CH2:3][CH2:4][CH2:5][CH3:6])[CH2:12]3)[CH:15]=1)(=[O:26])=[O:25]. Given the reactants [CH2:1]([N:7]1[CH2:12][CH:11]2[CH:9]([C:10]2([C:14]2[CH:15]=[C:16]([NH2:20])[CH:17]=[CH:18][CH:19]=2)[CH3:13])[CH2:8]1)[CH2:2][CH2:3][CH2:4][CH2:5][CH3:6].[F:21][C:22]([F:29])([F:28])[CH2:23][S:24](Cl)(=[O:26])=[O:25], predict the reaction product. (7) Given the reactants O.Cl[C:3]1[CH:8]=[CH:7][C:6]([S:9]([CH3:12])(=[O:11])=[O:10])=[C:5]([O:13][CH2:14][CH2:15][O:16][CH3:17])[C:4]=1[CH3:18].[C:19](=O)([O-:21])[O-:20].[Na+].[Na+], predict the reaction product. The product is: [CH3:17][O:16][CH2:15][CH2:14][O:13][C:5]1[C:4]([CH3:18])=[C:3]([CH:8]=[CH:7][C:6]=1[S:9]([CH3:12])(=[O:11])=[O:10])[C:19]([OH:21])=[O:20]. (8) Given the reactants [C:1]12([CH2:11][O:12][C:13]3[C:39]([Cl:40])=[CH:38][C:16]([C:17]([NH:19][S:20]([N:23]4[CH2:27][CH2:26][C@H:25]([O:28]CC5C=CC(OC)=CC=5)[CH2:24]4)(=[O:22])=[O:21])=[O:18])=[C:15]([F:41])[CH:14]=3)[CH2:10][CH:5]3[CH2:6][CH:7]([CH2:9][CH:3]([CH2:4]3)[CH2:2]1)[CH2:8]2.ClC1C(=O)C(C#N)=C(C#N)C(=O)C=1Cl, predict the reaction product. The product is: [C:1]12([CH2:11][O:12][C:13]3[C:39]([Cl:40])=[CH:38][C:16]([C:17]([NH:19][S:20]([N:23]4[CH2:27][CH2:26][C@H:25]([OH:28])[CH2:24]4)(=[O:22])=[O:21])=[O:18])=[C:15]([F:41])[CH:14]=3)[CH2:8][CH:7]3[CH2:6][CH:5]([CH2:4][CH:3]([CH2:9]3)[CH2:2]1)[CH2:10]2. (9) Given the reactants [H-].[Na+].[Cl:3][C:4]1[CH:5]=[C:6]([OH:25])[CH:7]=[CH:8][C:9]=1[CH:10]([CH3:24])[C:11]([OH:23])([C:16]1[CH:21]=[CH:20][N:19]=[C:18]([CH3:22])[CH:17]=1)[C:12]([F:15])([F:14])[F:13].Br[CH2:27][CH2:28][C:29]1[CH:34]=[CH:33][CH:32]=[CH:31][CH:30]=1, predict the reaction product. The product is: [Cl:3][C:4]1[CH:5]=[C:6]([O:25][CH2:27][CH2:28][C:29]2[CH:34]=[CH:33][CH:32]=[CH:31][CH:30]=2)[CH:7]=[CH:8][C:9]=1[CH:10]([CH3:24])[C:11]([C:16]1[CH:21]=[CH:20][N:19]=[C:18]([CH3:22])[CH:17]=1)([OH:23])[C:12]([F:15])([F:13])[F:14].